This data is from NCI-60 drug combinations with 297,098 pairs across 59 cell lines. The task is: Regression. Given two drug SMILES strings and cell line genomic features, predict the synergy score measuring deviation from expected non-interaction effect. (1) Drug 1: C1CN1C2=NC(=NC(=N2)N3CC3)N4CC4. Drug 2: C1CN(CCN1C(=O)CCBr)C(=O)CCBr. Cell line: ACHN. Synergy scores: CSS=64.1, Synergy_ZIP=-4.29, Synergy_Bliss=-3.09, Synergy_Loewe=-5.15, Synergy_HSA=-0.594. (2) Drug 1: CC(C1=C(C=CC(=C1Cl)F)Cl)OC2=C(N=CC(=C2)C3=CN(N=C3)C4CCNCC4)N. Drug 2: CCC1(CC2CC(C3=C(CCN(C2)C1)C4=CC=CC=C4N3)(C5=C(C=C6C(=C5)C78CCN9C7C(C=CC9)(C(C(C8N6C=O)(C(=O)OC)O)OC(=O)C)CC)OC)C(=O)OC)O.OS(=O)(=O)O. Cell line: OVCAR3. Synergy scores: CSS=27.2, Synergy_ZIP=14.3, Synergy_Bliss=16.5, Synergy_Loewe=-22.7, Synergy_HSA=14.5.